Dataset: Full USPTO retrosynthesis dataset with 1.9M reactions from patents (1976-2016). Task: Predict the reactants needed to synthesize the given product. (1) Given the product [Cl:1][C:2]1[CH:21]=[CH:20][C:5]([CH2:6][N:7]2[CH:12]=[N:11][C:10]([N:13]3[CH2:18][CH2:17][N:16]([CH:25]4[CH2:26][CH2:27][O:22][CH2:23][CH2:24]4)[CH2:15][CH2:14]3)=[N:9][C:8]2=[O:19])=[CH:4][CH:3]=1, predict the reactants needed to synthesize it. The reactants are: [Cl:1][C:2]1[CH:21]=[CH:20][C:5]([CH2:6][N:7]2[CH:12]=[N:11][C:10]([N:13]3[CH2:18][CH2:17][NH:16][CH2:15][CH2:14]3)=[N:9][C:8]2=[O:19])=[CH:4][CH:3]=1.[O:22]1[CH2:27][CH2:26][C:25](=O)[CH2:24][CH2:23]1. (2) Given the product [O:77]=[S:73]1(=[O:76])[CH2:72][CH2:71][N:70]([CH2:69][CH:44]2[S:43][C:47]([C:49]3[NH:50][C:51]4[C:56]([CH:57]=3)=[CH:55][CH:54]=[CH:53][C:52]=4[N:58]([CH3:68])[S:59]([C:62]3[CH:67]=[CH:66][CH:65]=[CH:64][N:63]=3)(=[O:60])=[O:61])=[N:46][CH2:45]2)[CH2:75][CH2:74]1, predict the reactants needed to synthesize it. The reactants are: C1(P(=O)(C2C=CC=CC=2)C2C=CC=CC=2)C=CC=CC=1.FC(F)(F)S(OS(C(F)(F)F)(=O)=O)(=O)=O.C([S:43][CH:44]([CH2:69][N:70]1[CH2:75][CH2:74][S:73](=[O:77])(=[O:76])[CH2:72][CH2:71]1)[CH2:45][NH:46][C:47]([C:49]1[NH:50][C:51]2[C:56]([CH:57]=1)=[CH:55][CH:54]=[CH:53][C:52]=2[N:58]([CH3:68])[S:59]([C:62]1[CH:67]=[CH:66][CH:65]=[CH:64][N:63]=1)(=[O:61])=[O:60])=O)C1C=CC=CC=1. (3) Given the product [Br:22][C:18]1[C:16]2[C:15](=[N:14][N:13]([CH2:1][CH2:2][CH2:3][CH2:4][CH2:5][CH2:6][CH2:7][CH2:8][CH2:9][CH2:10][CH2:11][CH3:12])[N:17]=2)[C:21]([Br:23])=[CH:20][CH:19]=1, predict the reactants needed to synthesize it. The reactants are: [CH2:1]([N:13]1[N:17]=[C:16]2[CH:18]=[CH:19][CH:20]=[CH:21][C:15]2=[N:14]1)[CH2:2][CH2:3][CH2:4][CH2:5][CH2:6][CH2:7][CH2:8][CH2:9][CH2:10][CH2:11][CH3:12].[BrH:22].[Br:23]Br.C([O-])(O)=O.[Na+]. (4) The reactants are: [F:1][C:2]1[CH:7]=[CH:6][CH:5]=[C:4]([F:8])[C:3]=1[C:9]1[CH:10]=[C:11]2[C:15](=[CH:16][CH:17]=1)[NH:14][CH:13]=[CH:12]2.[I:18]I.[OH-].[K+].S(=O)(O)[O-].[Na+]. Given the product [F:8][C:4]1[CH:5]=[CH:6][CH:7]=[C:2]([F:1])[C:3]=1[C:9]1[CH:10]=[C:11]2[C:15](=[CH:16][CH:17]=1)[NH:14][CH:13]=[C:12]2[I:18], predict the reactants needed to synthesize it. (5) Given the product [CH2:17]([C:11]1[C:10]([O:9][C:4]2([C:5]([O:7][CH3:8])=[O:6])[CH2:2][CH2:3]2)=[CH:15][CH:14]=[C:13]([CH3:16])[N:12]=1)[CH3:18], predict the reactants needed to synthesize it. The reactants are: Br[CH2:2][CH2:3][CH:4]([O:9][C:10]1[C:11]([CH2:17][CH3:18])=[N:12][C:13]([CH3:16])=[CH:14][CH:15]=1)[C:5]([O:7][CH3:8])=[O:6].CC(C)([O-])C.[K+]. (6) Given the product [CH3:1][O:2][C:3]1[CH:8]=[CH:7][C:6]([C:9]2([CH2:17][S:18][CH2:19][C:20]([OH:22])=[O:21])[O:14][CH2:13][C:12]([CH3:16])([CH3:15])[CH2:11][O:10]2)=[CH:5][CH:4]=1, predict the reactants needed to synthesize it. The reactants are: [CH3:1][O:2][C:3]1[CH:8]=[CH:7][C:6]([C:9]2([CH2:17][S:18][CH2:19][C:20]([O:22]CC)=[O:21])[O:14][CH2:13][C:12]([CH3:16])([CH3:15])[CH2:11][O:10]2)=[CH:5][CH:4]=1.[Li+].[OH-].